This data is from Catalyst prediction with 721,799 reactions and 888 catalyst types from USPTO. The task is: Predict which catalyst facilitates the given reaction. (1) Reactant: [O:1]=[C:2]1[C:11](=[O:12])[C:10]2[N:9]=[C:8]([C:13]([O:15][CH3:16])=[O:14])[CH:7]=[C:6]([C:17]([O:19][CH3:20])=[O:18])[C:5]=2[C:4]2[NH:21][C:22]([C:24]([O:26][CH3:27])=[O:25])=[CH:23][C:3]1=2.[CH2:28](O)[CH2:29][OH:30].C1(C)C=CC(S(O)(=O)=O)=CC=1. Product: [O:12]=[C:11]1[C:10]2[N:9]=[C:8]([C:13]([O:15][CH3:16])=[O:14])[CH:7]=[C:6]([C:17]([O:19][CH3:20])=[O:18])[C:5]=2[C:4]2[NH:21][C:22]([C:24]([O:26][CH3:27])=[O:25])=[CH:23][C:3]=2[C:2]21[O:30][CH2:29][CH2:28][O:1]2. The catalyst class is: 48. (2) Reactant: Cl[C:2](=[O:7])[C:3]([O:5][CH3:6])=[O:4].Cl.[O:9]([CH2:16][CH2:17][CH2:18][NH2:19])[C:10]1[CH:15]=[CH:14][CH:13]=[CH:12][CH:11]=1.N1C=CC=CC=1.O. Product: [O:7]=[C:2]([NH:19][CH2:18][CH2:17][CH2:16][O:9][C:10]1[CH:15]=[CH:14][CH:13]=[CH:12][CH:11]=1)[C:3]([O:5][CH3:6])=[O:4]. The catalyst class is: 2. (3) Reactant: [Cl:1][C:2]1[CH:3]=[C:4]([C:24](O)=[O:25])[C:5]([C:17]2[CH:22]=[CH:21][CH:20]=[C:19]([F:23])[CH:18]=2)=[C:6](/[N:10]=[N:11]/[N:12]2[CH2:16][CH2:15][CH2:14][CH2:13]2)[C:7]=1[C:8]#[CH:9].Cl.[CH3:28][NH:29][O:30][CH3:31].O.ON1C2C=CC=CC=2N=N1.C(N(CC)C(C)C)(C)C.CCN=C=NCCCN(C)C.Cl.Cl.O. Product: [Cl:1][C:2]1[CH:3]=[C:4]([C:24]([N:29]([O:30][CH3:31])[CH3:28])=[O:25])[C:5]([C:17]2[CH:22]=[CH:21][CH:20]=[C:19]([F:23])[CH:18]=2)=[C:6](/[N:10]=[N:11]/[N:12]2[CH2:13][CH2:14][CH2:15][CH2:16]2)[C:7]=1[C:8]#[CH:9]. The catalyst class is: 7. (4) Reactant: C[O:2][C:3](=[O:23])[CH2:4][CH2:5][C:6]1[CH:11]=[CH:10][C:9]([O:12][CH2:13][CH2:14][C@@H:15]([O:17]S(C)(=O)=O)[CH3:16])=[CH:8][C:7]=1[CH3:22].[Cl:24][C:25]1[C:30]([Cl:31])=[CH:29][C:28]([C:32]([C:34]2[CH:39]=[CH:38][CH:37]=[CH:36][CH:35]=2)=[O:33])=[C:27](O)[CH:26]=1.C(=O)([O-])[O-].[Cs+].[Cs+].[OH-].[Na+]. Product: [C:32]([C:28]1[CH:29]=[C:30]([Cl:31])[C:25]([Cl:24])=[CH:26][C:27]=1[O:17][C@H:15]([CH3:16])[CH2:14][CH2:13][O:12][C:9]1[CH:10]=[CH:11][C:6]([CH2:5][CH2:4][C:3]([OH:2])=[O:23])=[C:7]([CH3:22])[CH:8]=1)(=[O:33])[C:34]1[CH:35]=[CH:36][CH:37]=[CH:38][CH:39]=1. The catalyst class is: 3. (5) Reactant: [Li+].[CH3:2]C([N-]C(C)C)C.[Br:9][C:10]1[CH:18]=[CH:17][C:13]([C:14]([OH:16])=[O:15])=[C:12]([CH3:19])[CH:11]=1.C=O.Cl. Product: [Br:9][C:10]1[CH:11]=[C:12]2[C:13](=[CH:17][CH:18]=1)[C:14](=[O:16])[O:15][CH2:2][CH2:19]2. The catalyst class is: 1. (6) Reactant: [Br:1][C:2]1[CH:3]=[CH:4][C:5](=[O:8])[NH:6][CH:7]=1.IC.[C:11](=O)([O-])[O-].[K+].[K+]. Product: [Br:1][C:2]1[CH:3]=[CH:4][C:5](=[O:8])[N:6]([CH3:11])[CH:7]=1. The catalyst class is: 3. (7) Reactant: [CH3:1][C:2]1([CH3:39])[C:4]2([CH2:7][CH2:6][CH2:5]2)[C@:3]21[CH2:11][C@@H:10]([C:12](=[O:31])[NH:13][C@:14]1([C:19](=[O:30])[NH:20][S:21]([C:24]3([CH2:27][CH2:28][CH3:29])[CH2:26][CH2:25]3)(=[O:23])=[O:22])[CH2:16][C@H:15]1[CH:17]=[CH2:18])[N:9]([C:32]([O:34][C:35]([CH3:38])([CH3:37])[CH3:36])=[O:33])[CH2:8]2.N(C([O-])=O)=NC([O-])=O.[K+].[K+].C(O)(=O)C. Product: [CH2:17]([C@@H:15]1[CH2:16][C@:14]1([NH:13][C:12]([C@@H:10]1[CH2:11][C@:3]2([C:2]([CH3:39])([CH3:1])[C:4]32[CH2:7][CH2:6][CH2:5]3)[CH2:8][N:9]1[C:32]([O:34][C:35]([CH3:36])([CH3:37])[CH3:38])=[O:33])=[O:31])[C:19](=[O:30])[NH:20][S:21]([C:24]1([CH2:27][CH2:28][CH3:29])[CH2:25][CH2:26]1)(=[O:23])=[O:22])[CH3:18]. The catalyst class is: 100.